Dataset: Forward reaction prediction with 1.9M reactions from USPTO patents (1976-2016). Task: Predict the product of the given reaction. (1) The product is: [CH3:44][C:45]1[S:46][CH:47]=[C:48]([C:50]([N:34]2[CH2:35][CH2:36][C:30]3([CH2:29][CH2:28][N:27]([C:37]([O:39][C:40]([CH3:43])([CH3:42])[CH3:41])=[O:38])[CH2:26][CH2:25]3)[O:31][CH2:32][CH2:33]2)=[O:51])[N:49]=1. Given the reactants CN(C(ON1N=NC2C=CC=NC1=2)=[N+](C)C)C.F[P-](F)(F)(F)(F)F.[CH2:25]1[C:30]2([CH2:36][CH2:35][NH:34][CH2:33][CH2:32][O:31]2)[CH2:29][CH2:28][N:27]([C:37]([O:39][C:40]([CH3:43])([CH3:42])[CH3:41])=[O:38])[CH2:26]1.[CH3:44][C:45]1[S:46][CH:47]=[C:48]([C:50](O)=[O:51])[N:49]=1.C(N(CC)CC)C, predict the reaction product. (2) Given the reactants FC(F)(F)C(O)=O.C(OC([N:15]1[C:23]2[C:18](=[CH:19][C:20]([NH:24][C:25]3[CH:37]=[C:36]([C:38]4[CH:43]=[CH:42][CH:41]=[CH:40][CH:39]=4)[CH:35]=[CH:34][C:26]=3[C:27]([O:29]C(C)(C)C)=[O:28])=[CH:21][CH:22]=2)[CH:17]=[CH:16]1)=O)(C)(C)C, predict the reaction product. The product is: [NH:15]1[C:23]2[C:18](=[CH:19][C:20]([NH:24][C:25]3[CH:37]=[C:36]([C:38]4[CH:39]=[CH:40][CH:41]=[CH:42][CH:43]=4)[CH:35]=[CH:34][C:26]=3[C:27]([OH:29])=[O:28])=[CH:21][CH:22]=2)[CH:17]=[CH:16]1. (3) Given the reactants [CH3:1]N(C=O)C.[Cl:6][C:7]1[CH:8]=[C:9]([C:13]2[C:18]3[N:19]([CH2:29][C@H:30]4[CH2:35][CH2:34][C@H:33]([CH3:36])[CH2:32][CH2:31]4)[C:20]([NH:22][C:23]4[CH:28]=[CH:27][CH:26]=[CH:25][CH:24]=4)=[N:21][C:17]=3[CH:16]=[C:15]([C:37]#[N:38])[N:14]=2)[CH:10]=[N:11][CH:12]=1.CI.C(=O)([O-])[O-].[K+].[K+], predict the reaction product. The product is: [Cl:6][C:7]1[CH:8]=[C:9]([C:13]2[C:18]3[N:19]([CH2:29][C@H:30]4[CH2:35][CH2:34][C@H:33]([CH3:36])[CH2:32][CH2:31]4)[C:20]([N:22]([CH3:1])[C:23]4[CH:28]=[CH:27][CH:26]=[CH:25][CH:24]=4)=[N:21][C:17]=3[CH:16]=[C:15]([C:37]#[N:38])[N:14]=2)[CH:10]=[N:11][CH:12]=1.